From a dataset of Full USPTO retrosynthesis dataset with 1.9M reactions from patents (1976-2016). Predict the reactants needed to synthesize the given product. Given the product [Br:17][C:3]1[C:2](=[O:1])[NH:7][N:6]=[C:5]([C:8]([O:10][CH3:11])=[O:9])[CH:4]=1, predict the reactants needed to synthesize it. The reactants are: [O:1]=[C:2]1[NH:7][N:6]=[C:5]([C:8]([O:10][CH3:11])=[O:9])[CH:4]=[CH:3]1.CC(O[K])=O.[Br:17]Br.